From a dataset of Full USPTO retrosynthesis dataset with 1.9M reactions from patents (1976-2016). Predict the reactants needed to synthesize the given product. Given the product [CH3:1][O:2][C:3]1[CH:4]=[C:5]2[C:28](=[CH:29][CH:30]=1)[C:9]1=[N:10][O:11][C:12]([C:13]3[C:17]([C:18]([F:21])([F:19])[F:20])=[C:16]([C:22]4[CH:23]=[CH:24][CH:25]=[CH:26][CH:27]=4)[O:15][N:14]=3)=[C:8]1[CH2:7][C:6]2=[O:34], predict the reactants needed to synthesize it. The reactants are: [CH3:1][O:2][C:3]1[CH:4]=[C:5]2[C:28](=[CH:29][CH:30]=1)[C:9]1=[N:10][O:11][C:12]([C:13]3[C:17]([C:18]([F:21])([F:20])[F:19])=[C:16]([C:22]4[CH:27]=[CH:26][CH:25]=[CH:24][CH:23]=4)[O:15][N:14]=3)=[C:8]1[CH2:7][CH2:6]2.CN(C)C=[O:34].C(OO)(C)(C)C.